From a dataset of Full USPTO retrosynthesis dataset with 1.9M reactions from patents (1976-2016). Predict the reactants needed to synthesize the given product. (1) The reactants are: [C:1]([O:5][C:6]([N:8]1[CH:15]2[CH:11]([N:12](C(OCC3C=CC=CC=3)=O)[CH2:13][CH:14]2[C:16](=[O:28])[NH:17][C:18]2[C:27]3[C:22](=[CH:23][CH:24]=[CH:25][CH:26]=3)[CH:21]=[CH:20][CH:19]=2)[CH2:10][CH2:9]1)=[O:7])([CH3:4])([CH3:3])[CH3:2]. Given the product [C:1]([O:5][C:6]([N:8]1[CH2:9][CH2:10][CH:11]2[NH:12][CH2:13][CH:14]([C:16](=[O:28])[NH:17][C:18]3[C:27]4[C:22](=[CH:23][CH:24]=[CH:25][CH:26]=4)[CH:21]=[CH:20][CH:19]=3)[CH:15]12)=[O:7])([CH3:4])([CH3:2])[CH3:3], predict the reactants needed to synthesize it. (2) The reactants are: [CH2:1]([O:3][CH2:4][CH2:5][OH:6])[CH3:2].CC(OC(/N=N/C(OC(C)C)=O)=O)C.C1C=CC(P(C2C=CC=CC=2)C2C=CC=CC=2)=CC=1.[F:40][C:41]1[CH:46]=[C:45](O)[CH:44]=[C:43]([F:48])[C:42]=1[C:49]1[N:54]=[C:53]([C:55]([O:57][CH3:58])=[O:56])[CH:52]=[CH:51][C:50]=1[F:59]. Given the product [CH2:1]([O:3][CH2:4][CH2:5][O:6][C:45]1[CH:44]=[C:43]([F:48])[C:42]([C:49]2[N:54]=[C:53]([C:55]([O:57][CH3:58])=[O:56])[CH:52]=[CH:51][C:50]=2[F:59])=[C:41]([F:40])[CH:46]=1)[CH3:2], predict the reactants needed to synthesize it.